This data is from Experimental lipophilicity measurements (octanol/water distribution) for 4,200 compounds from AstraZeneca. The task is: Regression/Classification. Given a drug SMILES string, predict its absorption, distribution, metabolism, or excretion properties. Task type varies by dataset: regression for continuous measurements (e.g., permeability, clearance, half-life) or binary classification for categorical outcomes (e.g., BBB penetration, CYP inhibition). For this dataset (lipophilicity_astrazeneca), we predict Y. (1) The compound is COc1c(C)cnc(Cn2cnc3c(Cl)nc(N)nc32)c1C. The Y is 1.67 logD. (2) The molecule is O=C(Nc1cccc(NC(=O)c2ccccc2)n1)c1ccccc1. The Y is 4.02 logD. (3) The Y is 2.91 logD. The drug is CS(=O)(=O)c1cccc(Nc2nccc(Nc3cccc4[nH]ncc34)n2)c1.